This data is from Reaction yield outcomes from USPTO patents with 853,638 reactions. The task is: Predict the reaction yield, written as a fraction of the theoretical maximum amount of product (1.0 means a 100% yield; for example, 0.34 means a 34% yield). (1) The reactants are [C:1]([C:4]1[C:11]([OH:12])=[CH:10][C:7]([C:8]#[N:9])=[C:6]([Cl:13])[CH:5]=1)(=[O:3])[CH3:2].[I:14]N1C(=O)CCC1=O. The catalyst is C(O)(=O)C. The product is [C:1]([C:4]1[CH:5]=[C:6]([Cl:13])[C:7]([C:8]#[N:9])=[C:10]([I:14])[C:11]=1[OH:12])(=[O:3])[CH3:2]. The yield is 0.660. (2) The reactants are [CH2:1]1[CH:6]2[CH:7]3[CH:13]4[CH2:14][CH:2]1[CH2:3][CH:4]1[CH:12]4[CH2:11][CH:9]([CH2:10][CH:5]12)[CH2:8]3.C(Cl)Cl.[N+]([O-])(O)=[O:19].OS(O)(=O)=O.[OH2:27]. The catalyst is CO. The product is [CH2:14]1[C:2]2([OH:27])[CH2:1][CH:6]3[CH:5]4[CH2:10][C:9]5([OH:19])[CH2:11][CH:12]([CH:4]4[CH2:3]2)[CH:13]1[CH:7]3[CH2:8]5. The yield is 0.650. (3) The reactants are [CH3:1][C:2]1([CH3:31])[CH2:7][O:6][C:5]([CH2:14][S:15][CH2:16][C:17]([N:19]2[C@@H:23]([C:24]3[CH:29]=[CH:28][CH:27]=[CH:26][CH:25]=3)[CH2:22][O:21][C:20]2=[O:30])=[O:18])([C:8]2[CH:13]=[CH:12][CH:11]=[CH:10][CH:9]=2)[O:4][CH2:3]1.[F:32][C:33]1[CH:38]=[CH:37][C:36]([N:39]=[CH:40][C:41]2[CH:55]=[CH:54][C:44]([O:45][CH2:46][C:47]([O:49][C:50]([CH3:53])([CH3:52])[CH3:51])=[O:48])=[CH:43][CH:42]=2)=[CH:35][CH:34]=1.C(N(C(C)C)C(C)C)C.C(O)(C)C. The catalyst is C(Cl)Cl.CC([O-])C.CC([O-])C.CC([O-])C.CC([O-])C.[Ti+4].Cl[Ti](Cl)(Cl)Cl.O. The product is [CH3:1][C:2]1([CH3:31])[CH2:3][O:4][C:5]([CH2:14][S:15][C@@H:16]([C:17](=[O:18])[N:19]2[C@@H:23]([C:24]3[CH:25]=[CH:26][CH:27]=[CH:28][CH:29]=3)[CH2:22][O:21][C:20]2=[O:30])[C@H:40]([C:41]2[CH:55]=[CH:54][C:44]([O:45][CH2:46][C:47]([O:49][C:50]([CH3:51])([CH3:52])[CH3:53])=[O:48])=[CH:43][CH:42]=2)[NH:39][C:36]2[CH:35]=[CH:34][C:33]([F:32])=[CH:38][CH:37]=2)([C:8]2[CH:13]=[CH:12][CH:11]=[CH:10][CH:9]=2)[O:6][CH2:7]1. The yield is 0.560. (4) The reactants are ClC1C(C(=O)N(CCCC)CCCC)=NN(C2C=CC(C(OCC)=O)=CC=2C(N2CCC3C(=CC=CC=3)C2)=O)C=1C.[Br:42][C:43]1[C:44]([C:49]([N:51]([CH2:56][CH2:57][CH2:58][CH3:59])[CH2:52][CH2:53][CH2:54][CH3:55])=[O:50])=[N:45][NH:46][C:47]=1[CH3:48].F[C:61]1[CH:76]=[CH:75][C:64]([C:65]([O:67][CH2:68][C:69]2[CH:74]=[CH:73][CH:72]=[CH:71][CH:70]=2)=[O:66])=[CH:63][C:62]=1[C:77]([N:79]1[CH2:88][CH2:87][C:86]2[C:81](=[CH:82][CH:83]=[CH:84][CH:85]=2)[CH2:80]1)=[O:78]. No catalyst specified. The product is [Br:42][C:43]1[C:44]([C:49](=[O:50])[N:51]([CH2:52][CH2:53][CH2:54][CH3:55])[CH2:56][CH2:57][CH2:58][CH3:59])=[N:45][N:46]([C:61]2[CH:76]=[CH:75][C:64]([C:65]([O:67][CH2:68][C:69]3[CH:70]=[CH:71][CH:72]=[CH:73][CH:74]=3)=[O:66])=[CH:63][C:62]=2[C:77]([N:79]2[CH2:88][CH2:87][C:86]3[C:81](=[CH:82][CH:83]=[CH:84][CH:85]=3)[CH2:80]2)=[O:78])[C:47]=1[CH3:48]. The yield is 0.410. (5) The reactants are [F:1][C:2]1[CH:11]=[CH:10][C:9]([C:12]([NH2:14])=[O:13])=[C:8]2[C:3]=1[CH2:4][CH:5]([N+:15]([O-])=O)[CH2:6][O:7]2.C1COCC1.O.NN.C(Cl)Cl.CO. The catalyst is C(O)C.[Ni]. The product is [NH2:15][CH:5]1[CH2:4][C:3]2[C:8](=[C:9]([C:12]([NH2:14])=[O:13])[CH:10]=[CH:11][C:2]=2[F:1])[O:7][CH2:6]1. The yield is 0.480.